Dataset: Reaction yield outcomes from USPTO patents with 853,638 reactions. Task: Predict the reaction yield, written as a fraction of the theoretical maximum amount of product (1.0 means a 100% yield; for example, 0.34 means a 34% yield). (1) The reactants are F.F.F.C(N(CC)CC)C.[Si]([O:28][CH2:29][C@H:30]1[O:34][C@@H:33]([N:35]2[CH:42]=[C:41]([CH3:43])[C:39](=[O:40])[NH:38][C:36]2=[O:37])[C@H:32]([O:44][CH2:45][CH2:46][O:47][N:48]([CH3:50])[CH3:49])[C@@H:31]1[OH:51])(C(C)(C)C)(C1C=CC=CC=1)C1C=CC=CC=1.CO. The catalyst is C1COCC1.C(Cl)Cl. The product is [CH3:49][N:48]([CH3:50])[O:47][CH2:46][CH2:45][O:44][C@@H:32]1[C@H:31]([OH:51])[C@@H:30]([CH2:29][OH:28])[O:34][C@H:33]1[N:35]1[CH:42]=[C:41]([CH3:43])[C:39](=[O:40])[NH:38][C:36]1=[O:37]. The yield is 0.925. (2) The reactants are [CH2:1]([O:3][C:4]([C:6]12[CH2:13][CH:10]([CH2:11][CH2:12]1)[CH:9]([CH:14]=[O:15])[CH2:8][CH2:7]2)=[O:5])[CH3:2].CC(C)=[O:18].OS(O)(=O)=O.O=[Cr](=O)=O. No catalyst specified. The product is [CH2:1]([O:3][C:4]([C:6]12[CH2:13][CH:10]([CH2:11][CH2:12]1)[CH:9]([C:14]([OH:18])=[O:15])[CH2:8][CH2:7]2)=[O:5])[CH3:2]. The yield is 0.870. (3) The reactants are [CH3:1][C:2]1([CH3:9])[CH2:7][CH2:6][CH2:5][CH:4]([OH:8])[CH2:3]1.C[Si]([N-][Si](C)(C)C)(C)C.[Na+].Cl[C:21]1[CH:26]=[CH:25][C:24]([C:27]#[N:28])=[CH:23][N:22]=1. The catalyst is C1COCC1. The product is [CH3:1][C:2]1([CH3:9])[CH2:7][CH2:6][CH2:5][CH:4]([O:8][C:21]2[N:22]=[CH:23][C:24]([C:27]#[N:28])=[CH:25][CH:26]=2)[CH2:3]1. The yield is 0.840. (4) The reactants are [CH3:1][O:2][C:3]1[C:4](=[O:22])[C:5](C(O)=O)=[N:6][N:7]([C:9]2[CH:10]=[CH:11][CH:12]=[C:13]3[C:18]=2[N:17]=[CH:16][CH:15]=[CH:14]3)[CH:8]=1.C1C=CC(P([N:37]=[N+]=[N-])(C2C=CC=CC=2)=O)=CC=1.CCN(CC)CC.[OH-].[Na+]. The catalyst is C1(C)C=CC=CC=1.CN(C=O)C. The product is [NH2:37][C:5]1[C:4](=[O:22])[C:3]([O:2][CH3:1])=[CH:8][N:7]([C:9]2[CH:10]=[CH:11][CH:12]=[C:13]3[C:18]=2[N:17]=[CH:16][CH:15]=[CH:14]3)[N:6]=1. The yield is 0.200. (5) The reactants are [O-:1][C:2]#[N:3].[Na+].FC(F)(F)C(O)=O.[CH3:12][O:13][C:14]1[CH:15]=[C:16]2[C:21](=[C:22]3[CH2:26][C:25]([CH3:28])([CH3:27])[O:24][C:23]=13)[C:20]([C:29]1[CH:30]=[C:31]([NH2:35])[CH:32]=[CH:33][CH:34]=1)=[N:19][C:18]([CH3:37])([CH3:36])[CH2:17]2.[OH-].[Na+]. The catalyst is O1CCCC1. The product is [CH3:12][O:13][C:14]1[CH:15]=[C:16]2[C:21](=[C:22]3[CH2:26][C:25]([CH3:28])([CH3:27])[O:24][C:23]=13)[C:20]([C:29]1[CH:30]=[C:31]([NH:35][C:2]([NH2:3])=[O:1])[CH:32]=[CH:33][CH:34]=1)=[N:19][C:18]([CH3:37])([CH3:36])[CH2:17]2. The yield is 0.830. (6) The reactants are [F:1][C:2]1[CH:10]=[CH:9][CH:8]=[C:7]2[C:3]=1[C:4]([CH2:11]N(C)C)=[CH:5][NH:6]2.[OH-].[Na+].C(O)(=O)C.[N+:21]([CH:24]([CH3:26])[CH3:25])([O-:23])=[O:22]. The catalyst is C(OCC)(=O)C.[Cl-].[Na+].O. The product is [F:1][C:2]1[CH:10]=[CH:9][CH:8]=[C:7]2[C:3]=1[C:4]([CH2:11][C:24]([CH3:26])([N+:21]([O-:23])=[O:22])[CH3:25])=[CH:5][NH:6]2. The yield is 0.760. (7) The reactants are [CH:1]1([C:4]2C(C3C=CC=C4C=3C=NC(C=C)=N4)=CC(C#N)=C(N3CCN(C(=O)CCOC)[C@H](C)C3)[N:5]=2)[CH2:3][CH2:2]1.[C:37]([O-:40])(O)=[O:38].[Na+].[CH3:54][C:53]([O:52][C:50](O[C:50]([O:52][C:53]([CH3:56])([CH3:55])[CH3:54])=[O:51])=[O:51])([CH3:56])[CH3:55]. The catalyst is O.C1COCC1. The product is [C:53]([O:52][C:50]([NH:5][C@H:4]([CH:1]1[CH2:3][CH2:2]1)[C:37]([OH:40])=[O:38])=[O:51])([CH3:54])([CH3:55])[CH3:56]. The yield is 0.880. (8) The reactants are [Mg].Br[C:3]1[CH:8]=[CH:7][C:6]([F:9])=[CH:5][CH:4]=1.[CH3:10][C:11]1[CH:18]=[C:17]([CH3:19])[CH:16]=[CH:15][C:12]=1[CH:13]=[O:14].[Cl-].[NH4+]. The catalyst is C1COCC1.II. The product is [CH3:10][C:11]1[CH:18]=[C:17]([CH3:19])[CH:16]=[CH:15][C:12]=1[CH:13]([C:3]1[CH:8]=[CH:7][C:6]([F:9])=[CH:5][CH:4]=1)[OH:14]. The yield is 1.00.